Dataset: B-cell epitopes from IEDB database with 3,159 antigens for binding position prediction. Task: Token-level Classification. Given an antigen amino acid sequence, predict which amino acid positions are active epitope sites capable of antibody binding. Output is a list of indices for active positions. (1) Given the antigen sequence: MQIFVKTLTGKTITLEVEPSDTIENVKAKIQDKEGIPPDQQRLIFAGKQLEDGRTLSDYNIQKESTLHLVLRLRGGMQIFVKTLTGKTITLEVEPSDTIENVKAKIQDKEGIPPDQQRLIFAGKQLEDGRTLSDYNIQKESTLHLVLRLRGGMQIFVKTLTGKTITLEVEPSDTIENVKAKIQDKEGIPSDQQRLIFAGKQLEDGRTLSDYNIQKESTLHLVLRLRGGMQIFVKTLTGKTITLEVEPSDTIENVKAKIQDKEGIPPDQQRLIFAGKQLEDGRTLSDYNIQKESTLHLVLRLRGGMQIFVKTLTGKTITLEVEPSDTIENVKAKIQDKEGIPPDQQRLIFAGKQLEDGRTLSDYNIQKESTLHLVLRLRGGMQIFVKTLTGKTITLEVEPSDTIENVKAKIQDKEGIPPDQQRLIFAGKQLEDGRTLSDYNIQKESTLHLVLRLRGGMQIFVKTLTGKTITLEVEPSDTIENVKAKIQDKEGIPPDQQRLI..., which amino acid positions are active epitope sites? The epitope positions are: [49, 50, 51, 52, 53, 54, 55, 56, 57, 58, 59, 60, 61, 62, 63, 64]. The amino acids at these positions are: LEDGRTLSDYNIQKES. (2) Given the antigen sequence: MGQIFSRSASPIPRPPRGLAAHHWLNFLQAAYRLEPGPSSYDFHQLKKFLKIALETPVWICPINYSLLASLLPKGYPGRVNEILHILIQTQAQIPSRPAPPPPSSPTHDPPDSDPQIPPPYVEPTAPQVLPVMHPHGAPPNHRPWQMKDLQAIKQEVSQAAPGSPQFMQTIRLAVQQFDPTAKDLQDLLQYLCSSLVASLHHQQLDSLISEAETRGITGYNPLAGPLRVQANNPQQQGLRREYQQLWLAAFAALPGSAKDPSWASILQGLEEPYHAFVERLNIALDNGLPEGTPKDPILRSLAYSNANKECQKLLQARGHTNSPLGDMLRACQTWTPKDKTKVLVVQPKKPPPNQPCFRCGKAGHWSRDCTQPRPPPGPCPLCQDPTHWKRDCPRLKPTIPEPEPEEDALLLDLPTDIPHPKNLHRGGPPTLQQVLPNQDPASILPVIPLDPARRPVIKAQVDTQTSHPKTIEALLDTGADMTVLPIALFSSNTPLKNTS..., which amino acid positions are active epitope sites? The epitope positions are: [103, 104, 105, 106, 107, 108, 109, 110, 111, 112]. The amino acids at these positions are: SSPTHDPPDS. (3) Given the antigen sequence: MEFIPTQTFYNRRYQPRPWTPRPTIQVIRPRPRPQRQAGQLAQLISAVNKLTMRAVPQQKPRRNRKNKKQKQKQQAPQNNTNQKKQPPKKKPAQKKKKPGRRERMCMKIENDCIFEVKHEGKVTGYACLVGDKVMKPAHVKGTIDNADLAKLAFKRSSKYDLECAQIPVHMKSDASKFTHEKPEGYYNWHHGAVQYSGGRFTIPTGAGKPGDSGRPIFDNKGRVVAIVLGGANEGARTALSVVTWNKDIVTKITPEGAEEWSLAIPVMCLLANTTFPCSQPPCTPCCYEKEPEETLRMLEDNVMRPGYYQLLQASLTCSPHRQRRSTKDNFNVYKATRPYLAHCPDCGEGHSCHSPVALERIRNEATDGTLKIQVSLQIGIKTDDSHDWTKLRYMDNHMPADAERAGLFVRTSAPCTITGTMGHFILARCPKGETLTVGFTDSRKISHSCTHPFHHDPPVIGREKFHSRPQHGKELPCSTYVQSTAATTEEIEVHMPPDT..., which amino acid positions are active epitope sites? The epitope positions are: [566, 567, 568, 569, 570, 571, 572, 573, 574, 575, 576, 577, 578, 579, 580, 581, 582, 583]. The amino acids at these positions are: VPRNAELGDRKGKIHIPF. (4) Given the antigen sequence: MATLLKSLALFKRNKDKAPTASGSGGAIRGIKNVIIVPIPGDSSITTRSRLLDRLVRLAGDPDINGSKLTGVMISMLSLFVESPGQLIQRITDDPDVSIRLVEVVQSTRSQSGLTFASRGADLDNEADMYFSTEGPSSGGKKRINWFENREIIDIEVQDPEEFNMLLASILAQVWILLAKAVTAPDTAADSELRRWVKYTQQRRVIGEFRLDKGWLDAVRNRIAEDLSLRRFMVSLILDIKRTPGNKPRIAEMICDIDNYIVEAGLASFILTIKFGIETMYPALGLHEFAGELSTIESLMNLYQQLGEVAPYMVILENSIQNKFSAGAYPLLWSYAMGVGVELENSMGGLNFGRSYFDPAYFRLGQEMVRRSAGKVSSVIAAELGITAEEAKLVSEIASQAGDERTARGTGPRQAQVSFLQHQTGGGESSAPATREGVKAAIPNGSEERDRKQTRPGRPRGETPGQLLLEIMPEDEVSRESGQNPREAQRSAEALFRLQA..., which amino acid positions are active epitope sites? The epitope positions are: [412, 413, 414, 415, 416, 417, 418, 419]. The amino acids at these positions are: RQAQVSFL. (5) Given the antigen sequence: MSLLTEVETPTRNGWECRCSDSSDPLVIAASIIGILHLILWILDRLFFKCIYRRLKYGLKRGPSTEGVPESMREEYRQEQQSAVDVDDGHFVNIELE, which amino acid positions are active epitope sites? The epitope positions are: [1, 2, 3, 4, 5, 6, 7, 8, 9, 10, 11, 12, 13, 14, 15, 16, 17, 18, 19, 20... (23 total positions)]. The amino acids at these positions are: SLLTEVETPTRNGWECRCSDSSD. (6) Given the antigen sequence: GTENMETGAVGPSDPSETSDSHSFAMPNVVSHTNLEFLFDRYFFSGFANSCDVTANTTHTHSGDTQLNPFVTPNFKLDKTVRDYMLRAFTYFTADLGVAVQPTSVSSKPLPAVDYWVGWRPVGAPEPKLLAFSAPSPGDTVTAVKRSSVLSGGFCPIIHSVIGQGLNQVQMSIPYTTPLSAIPTSYCGYADYKKKPRLFGHPPAAHFGTLSIRVRNVDLLPEQTKKEDDPLVDLRFALFTRFRNLKAYAPRPFTRVPNSPHEQGTASRTLVRTNHITAEFVEKTPLNGLAAVFTSLSTSGYSTKLVSEPIPEATLSTILSEGAT, which amino acid positions are active epitope sites? The epitope positions are: [181, 182, 183, 184, 185, 186, 187, 188, 189, 190, 191, 192, 193, 194, 195, 196, 197, 198, 199, 200... (21 total positions)]. The amino acids at these positions are: IPTSYCGYADYKKKPRLFGHP. (7) Given the antigen sequence: MSARTAPRPQVLLLPLLLVLLAAAPAASKGCVCKDKGQCFCDGAKGEKGEKGFPGPPGSPGQKGFTGPEGLPGPQGPKGFPGLPGLTGSKGVRGISGLPGFSGSPGLPGTPGNTGPYGLVGVPGCSGSKGEQGFPGLPGTPGYPGIPGAAGLKGQKGAPAKEEDIELDAKGDPGLPGAPGPQGLPGPPGFPGPVGPPGPPGFFGFPGAMGPRGPKGHMGERVIGHKGERGVKGLTGPPGPPGTVIVTLTGPDNRTDLKGEKGDKGAMGEPGPPGPSGLPGESYGSEKGAPGDPGLQGKPGKDGVPGFPGSEGVKGNRGFPGLMGEYGIKGQKGDIGPPGFRGPTEYYDTYQEKGDEGTPGPPGPRGARGPQGPSGPPGVPGSPGSSRPGLRGAPGWPGLKGSKGERGRPGKDAMGTPGSPGCAGSPGLPGSPGPPGPPGDIVFRKGPPGDHGLPGYLGSPGIPGVDGPKGEPGLLCTQCPYIPGPPGLPGLPGLHGVKGI..., which amino acid positions are active epitope sites? The epitope positions are: [1638, 1639, 1640, 1641, 1642, 1643]. The amino acids at these positions are: ERMFRK.